Dataset: Catalyst prediction with 721,799 reactions and 888 catalyst types from USPTO. Task: Predict which catalyst facilitates the given reaction. (1) Reactant: [N+:1]([C:4]1[CH:15]=[CH:14][C:7]2[NH:8][C:9](=[O:13])[CH2:10][CH2:11][CH2:12][C:6]=2[CH:5]=1)([O-:3])=[O:2].[H-].[Na+].BrC[CH2:20][CH2:21][O:22][CH3:23]. Product: [CH3:23][O:22][CH2:21][CH2:20][N:8]1[C:9](=[O:13])[CH2:10][CH2:11][CH2:12][C:6]2[CH:5]=[C:4]([N+:1]([O-:3])=[O:2])[CH:15]=[CH:14][C:7]1=2. The catalyst class is: 3. (2) Reactant: [O:1]=[C:2]1[CH2:8][CH:7]2[N:9](C(OCC)=O)[CH:4]([CH2:5][CH2:6]2)[CH2:3]1.C[Si](I)(C)C.CO. Product: [CH:7]12[NH:9][CH:4]([CH2:5][CH2:6]1)[CH2:3][C:2](=[O:1])[CH2:8]2. The catalyst class is: 26. (3) Reactant: [CH2:1]([O:3][C:4]1[CH:9]=[CH:8][C:7]([F:10])=[CH:6][C:5]=1C(=O)C)[CH3:2].C1C=C(Cl)C=C([C:21]([O:23]O)=[O:22])C=1.[O-]S([O-])(=O)=O.[Mg+2].[OH-].[K+].[CH2:33](N(CC)CC)C.COCBr. Product: [CH2:1]([O:3][C:4]1[CH:9]=[CH:8][C:7]([F:10])=[CH:6][C:5]=1[O:22][CH2:21][O:23][CH3:33])[CH3:2]. The catalyst class is: 6. (4) Reactant: [F:1][C:2]([F:7])([F:6])[CH2:3][CH2:4][OH:5].[H-].[Na+].Cl[CH2:11][C:12]1[N:17]=[C:16]([NH:18][C:19](=[O:24])[C:20]([CH3:23])([CH3:22])[CH3:21])[CH:15]=[CH:14][CH:13]=1. Product: [CH3:21][C:20]([CH3:23])([CH3:22])[C:19]([NH:18][C:16]1[CH:15]=[CH:14][CH:13]=[C:12]([CH2:11][O:5][CH2:4][CH2:3][C:2]([F:7])([F:6])[F:1])[N:17]=1)=[O:24]. The catalyst class is: 1. (5) Reactant: [CH2:1]([O:8][C:9]1[C:14]2[CH:15]=[C:16]([C:18](=O)[CH2:19]Br)[O:17][C:13]=2[CH:12]=[C:11]([O:22][CH3:23])[CH:10]=1)[C:2]1[CH:7]=[CH:6][CH:5]=[CH:4][CH:3]=1.[F:24][C@H:25]([C:27]1[S:31][C:30]([NH2:32])=[N:29][N:28]=1)[CH3:26]. Product: [CH2:1]([O:8][C:9]1[C:14]2[CH:15]=[C:16]([C:18]3[N:32]=[C:30]4[N:29]([CH:19]=3)[N:28]=[C:27]([C@@H:25]([F:24])[CH3:26])[S:31]4)[O:17][C:13]=2[CH:12]=[C:11]([O:22][CH3:23])[CH:10]=1)[C:2]1[CH:7]=[CH:6][CH:5]=[CH:4][CH:3]=1. The catalyst class is: 41. (6) Reactant: [Cl:1][C:2]1[CH:7]=[CH:6][C:5]([NH:8][C:9]2[C:10](=[O:34])[C:11](=[O:33])[C:12]=2[NH:13][CH2:14][CH2:15][NH:16][C:17]2[CH:22]=[C:21]([N:23]3[CH2:27][CH2:26][CH2:25][CH2:24]3)[N:20]=[C:19]([N:28]3[CH2:32][CH2:31][CH2:30][CH2:29]3)[N:18]=2)=[CH:4][CH:3]=1.[S:35](=[O:39])(=[O:38])([OH:37])[OH:36]. Product: [S:35]([OH:39])([OH:38])(=[O:37])=[O:36].[Cl:1][C:2]1[CH:3]=[CH:4][C:5]([NH:8][C:9]2[C:10](=[O:34])[C:11](=[O:33])[C:12]=2[NH:13][CH2:14][CH2:15][NH:16][C:17]2[CH:22]=[C:21]([N:23]3[CH2:24][CH2:25][CH2:26][CH2:27]3)[N:20]=[C:19]([N:28]3[CH2:32][CH2:31][CH2:30][CH2:29]3)[N:18]=2)=[CH:6][CH:7]=1. The catalyst class is: 21. (7) Reactant: [C:1]([C:3]1[CH:4]=[C:5]([C:13]2[O:17][N:16]=[C:15]([C:18]3[CH:26]=[CH:25][CH:24]=[C:23]4[C:19]=3[CH2:20][N:21](C(OC(C)(C)C)=O)[CH2:22]4)[N:14]=2)[CH:6]=[CH:7][C:8]=1[O:9][CH:10]([CH3:12])[CH3:11])#[N:2].[ClH:34]. Product: [ClH:34].[CH2:22]1[C:23]2[C:19](=[C:18]([C:15]3[N:14]=[C:13]([C:5]4[CH:6]=[CH:7][C:8]([O:9][CH:10]([CH3:12])[CH3:11])=[C:3]([CH:4]=4)[C:1]#[N:2])[O:17][N:16]=3)[CH:26]=[CH:25][CH:24]=2)[CH2:20][NH:21]1. The catalyst class is: 12.